Dataset: NCI-60 drug combinations with 297,098 pairs across 59 cell lines. Task: Regression. Given two drug SMILES strings and cell line genomic features, predict the synergy score measuring deviation from expected non-interaction effect. (1) Drug 1: C1=CC(=CC=C1CC(C(=O)O)N)N(CCCl)CCCl.Cl. Drug 2: C1CN(CCN1C(=O)CCBr)C(=O)CCBr. Cell line: KM12. Synergy scores: CSS=20.6, Synergy_ZIP=-9.41, Synergy_Bliss=-7.29, Synergy_Loewe=-3.44, Synergy_HSA=-0.490. (2) Drug 1: CC1C(C(CC(O1)OC2CC(CC3=C2C(=C4C(=C3O)C(=O)C5=C(C4=O)C(=CC=C5)OC)O)(C(=O)C)O)N)O.Cl. Synergy scores: CSS=26.1, Synergy_ZIP=1.70, Synergy_Bliss=3.75, Synergy_Loewe=-15.1, Synergy_HSA=1.98. Drug 2: CCCCC(=O)OCC(=O)C1(CC(C2=C(C1)C(=C3C(=C2O)C(=O)C4=C(C3=O)C=CC=C4OC)O)OC5CC(C(C(O5)C)O)NC(=O)C(F)(F)F)O. Cell line: COLO 205. (3) Drug 1: C1=CC=C(C(=C1)C(C2=CC=C(C=C2)Cl)C(Cl)Cl)Cl. Drug 2: CN(CCCl)CCCl.Cl. Cell line: MCF7. Synergy scores: CSS=12.1, Synergy_ZIP=-1.59, Synergy_Bliss=3.27, Synergy_Loewe=-12.7, Synergy_HSA=-0.752. (4) Drug 1: CN1C(=O)N2C=NC(=C2N=N1)C(=O)N. Drug 2: CCC1(C2=C(COC1=O)C(=O)N3CC4=CC5=C(C=CC(=C5CN(C)C)O)N=C4C3=C2)O.Cl. Cell line: UACC62. Synergy scores: CSS=52.1, Synergy_ZIP=1.24, Synergy_Bliss=1.37, Synergy_Loewe=-16.9, Synergy_HSA=2.96. (5) Drug 1: C1=CC=C(C=C1)NC(=O)CCCCCCC(=O)NO. Drug 2: C1=NC2=C(N1)C(=S)N=CN2. Cell line: K-562. Synergy scores: CSS=38.3, Synergy_ZIP=-2.22, Synergy_Bliss=-2.26, Synergy_Loewe=-14.6, Synergy_HSA=-2.08.